From a dataset of Forward reaction prediction with 1.9M reactions from USPTO patents (1976-2016). Predict the product of the given reaction. (1) Given the reactants [C:1]1(=O)OC(=O)C2=CC=CC=[C:2]12.[CH3:12][O:13][C:14](=[O:33])[CH2:15][S:16][CH:17]1[C:25]2[C:20](=[CH:21][CH:22]=[CH:23][CH:24]=2)[C:19](=[O:26])[N:18]1[CH2:27][C:28]1S[CH:30]=[CH:31][CH:32]=1.[CH2:34](N)C1C=CC=CC=1, predict the reaction product. The product is: [CH2:12]([O:13][C:14](=[O:33])[CH2:15][S:16][CH:17]1[C:25]2[C:20](=[CH:21][CH:22]=[CH:23][CH:24]=2)[C:19](=[O:26])[N:18]1[CH2:27][C:28]1[CH:2]=[CH:1][CH:30]=[CH:31][CH:32]=1)[CH3:34]. (2) Given the reactants [Cl:1][C:2]1[C:7]([CH3:8])=[CH:6][C:5]([S:9]([NH:12][C:13]2[CH:14]=[C:15]([C:19]3[CH:24]=[CH:23][C:22]([CH:25]=O)=[CH:21][CH:20]=3)[CH:16]=[CH:17][CH:18]=2)(=[O:11])=[O:10])=[C:4]([CH3:27])[CH:3]=1.C[O:29][C:30]([C@@H:32]1[CH2:36][C@@H:35]([OH:37])[CH2:34][NH:33]1)=[O:31], predict the reaction product. The product is: [Cl:1][C:2]1[C:7]([CH3:8])=[CH:6][C:5]([S:9]([NH:12][C:13]2[CH:14]=[C:15]([C:19]3[CH:20]=[CH:21][C:22]([CH2:25][N:33]4[CH2:34][C@H:35]([OH:37])[CH2:36][C@H:32]4[C:30]([OH:31])=[O:29])=[CH:23][CH:24]=3)[CH:16]=[CH:17][CH:18]=2)(=[O:10])=[O:11])=[C:4]([CH3:27])[CH:3]=1. (3) Given the reactants Br[CH2:2][C:3]([C:5]1[CH:10]=[CH:9][C:8]([F:11])=[CH:7][CH:6]=1)=[O:4].[S-:12][C:13]#[N:14].[Na+].O, predict the reaction product. The product is: [F:11][C:8]1[CH:9]=[CH:10][C:5]([C:3](=[O:4])[CH2:2][S:12][C:13]#[N:14])=[CH:6][CH:7]=1. (4) Given the reactants [CH3:1][C:2]([O:11][C:12]1[CH:17]=[CH:16][C:15]([CH2:18][CH2:19][C:20](=[O:36])[C:21]2[S:22][C:23]([C:26]3[CH:31]=[CH:30][C:29]([C:32]([F:35])([F:34])[F:33])=[CH:28][CH:27]=3)=[CH:24][CH:25]=2)=[CH:14][CH:13]=1)([CH3:10])[C:3]([O:5]C(C)(C)C)=[O:4].FC(F)(F)C(O)=O, predict the reaction product. The product is: [O:36]=[C:20]([C:21]1[S:22][C:23]([C:26]2[CH:27]=[CH:28][C:29]([C:32]([F:35])([F:33])[F:34])=[CH:30][CH:31]=2)=[CH:24][CH:25]=1)[CH2:19][CH2:18][C:15]1[CH:16]=[CH:17][C:12]([O:11][C:2]([CH3:10])([CH3:1])[C:3]([OH:5])=[O:4])=[CH:13][CH:14]=1. (5) Given the reactants [C:1]1([CH:7]([C:23]2[CH:28]=[CH:27][CH:26]=[CH:25][CH:24]=2)[CH2:8][CH:9]2[C:18]3[C:13](=[CH:14][C:15]([O:21][CH3:22])=[C:16]([O:19][CH3:20])[CH:17]=3)[CH2:12][CH2:11][NH:10]2)[CH:6]=[CH:5][CH:4]=[CH:3][CH:2]=1.C(N(CC)CC)C.[CH3:36][N:37]=[C:38]=[O:39], predict the reaction product. The product is: [CH3:36][NH:37][C:38]([N:10]1[CH2:11][CH2:12][C:13]2[C:18](=[CH:17][C:16]([O:19][CH3:20])=[C:15]([O:21][CH3:22])[CH:14]=2)[CH:9]1[CH2:8][CH:7]([C:1]1[CH:2]=[CH:3][CH:4]=[CH:5][CH:6]=1)[C:23]1[CH:28]=[CH:27][CH:26]=[CH:25][CH:24]=1)=[O:39]. (6) Given the reactants [CH3:1][O:2][C:3]1[C:4](=[O:35])[C:5]([CH3:34])=[C:6]([CH2:12][C:13]2[CH:14]=[CH:15][C:16]([O:30]C(=O)C)=[C:17]([CH:29]=2)[C:18]([NH:20][C:21]2[CH:26]=[CH:25][C:24]([C:27]#[N:28])=[CH:23][CH:22]=2)=[O:19])[C:7](=[O:11])[C:8]=1[O:9][CH3:10].C(=O)([O-])O.[Na+], predict the reaction product. The product is: [CH3:1][O:2][C:3]1[C:4](=[O:35])[C:5]([CH3:34])=[C:6]([CH2:12][C:13]2[CH:14]=[CH:15][C:16]([OH:30])=[C:17]([CH:29]=2)[C:18]([NH:20][C:21]2[CH:22]=[CH:23][C:24]([C:27]#[N:28])=[CH:25][CH:26]=2)=[O:19])[C:7](=[O:11])[C:8]=1[O:9][CH3:10]. (7) Given the reactants [F:1][C:2]1[C:10]2[S:9][C:8](=[N:11][C:12](=[O:20])[C:13]3[CH:18]=[CH:17][CH:16]=[C:15]([Cl:19])[CH:14]=3)[NH:7][C:6]=2[CH:5]=[CH:4][C:3]=1[O:21][CH3:22].C(=O)([O-])[O-].[K+].[K+].Br[CH2:30][C:31]([O:33]CC)=[O:32], predict the reaction product. The product is: [Cl:19][C:15]1[CH:14]=[C:13]([CH:18]=[CH:17][CH:16]=1)[C:12]([N:11]=[C:8]1[N:7]([CH2:30][C:31]([OH:33])=[O:32])[C:6]2[CH:5]=[CH:4][C:3]([O:21][CH3:22])=[C:2]([F:1])[C:10]=2[S:9]1)=[O:20].